Dataset: Full USPTO retrosynthesis dataset with 1.9M reactions from patents (1976-2016). Task: Predict the reactants needed to synthesize the given product. (1) Given the product [CH3:8][N:7]([CH3:6])[CH2:9][CH2:10][CH:11]([C:13]1[CH:18]=[CH:17][C:16]([N:19]([CH3:20])[C:21]2[CH:22]=[CH:23][C:24]([OH:27])=[CH:25][CH:26]=2)=[CH:15][CH:14]=1)[CH3:12], predict the reactants needed to synthesize it. The reactants are: C(O[C:6](=O)[N:7]([CH2:9][CH2:10][CH:11]([C:13]1[CH:18]=[CH:17][C:16]([N:19]([C:21]2[CH:26]=[CH:25][C:24]([O:27]CC3C=CC=CC=3)=[CH:23][CH:22]=2)[CH3:20])=[CH:15][CH:14]=1)[CH3:12])[CH3:8])(C)(C)C.[H-].[H-].[H-].[H-].[Li+].[Al+3]. (2) Given the product [CH2:1]([O:3][CH2:4][O:5][C:6]1[CH:11]=[CH:10][C:9]([C:15]([F:20])([F:19])[C:14]([F:22])([F:21])[F:13])=[CH:8][CH:7]=1)[CH3:2], predict the reactants needed to synthesize it. The reactants are: [CH2:1]([O:3][CH2:4][O:5][C:6]1[CH:11]=[CH:10][C:9](I)=[CH:8][CH:7]=1)[CH3:2].[F:13][C:14]([F:22])([F:21])[C:15]([F:20])([F:19])C([O-])=O.[Na+].CN(C=O)C.